This data is from Forward reaction prediction with 1.9M reactions from USPTO patents (1976-2016). The task is: Predict the product of the given reaction. (1) Given the reactants C[O:2][CH:3]=[C:4]1[CH2:8][C@H:7]([C:9]2[N:13]3[C:14]4[CH:20]=[CH:19][NH:18][C:15]=4[N:16]=[CH:17][C:12]3=[N:11][CH:10]=2)[C@H:6]([CH3:21])[CH2:5]1.Cl, predict the reaction product. The product is: [CH:20]1[C:14]2[N:13]3[C:9]([C@@H:7]4[C@H:6]([CH3:21])[CH2:5][CH:4]([CH:3]=[O:2])[CH2:8]4)=[CH:10][N:11]=[C:12]3[CH:17]=[N:16][C:15]=2[NH:18][CH:19]=1. (2) Given the reactants [CH2:1]([O:3][C:4](=[O:32])[CH2:5][N:6]([CH2:17][C:18]([N:20]([N:22]1[CH2:30][C:29]2[C:24](=[CH:25][CH:26]=[CH:27][C:28]=2[F:31])[CH2:23]1)[CH3:21])=[O:19])[C:7]1[CH:8]=[C:9]2[C:13](=[CH:14][C:15]=1[CH3:16])[NH:12][N:11]=[CH:10]2)[CH3:2].FC(F)(F)S(O[CH2:39][CH:40]([F:42])[F:41])(=O)=O, predict the reaction product. The product is: [CH2:1]([O:3][C:4](=[O:32])[CH2:5][N:6]([C:7]1[CH:8]=[C:9]2[C:13](=[CH:14][C:15]=1[CH3:16])[N:12]([CH2:39][CH:40]([F:42])[F:41])[N:11]=[CH:10]2)[CH2:17][C:18]([N:20]([N:22]1[CH2:30][C:29]2[C:24](=[CH:25][CH:26]=[CH:27][C:28]=2[F:31])[CH2:23]1)[CH3:21])=[O:19])[CH3:2]. (3) Given the reactants [C:1]([O:12][CH3:13])(=[O:11])[C:2]1[CH:10]=[CH:9][C:7]([OH:8])=[C:4]([O:5][CH3:6])[CH:3]=1.[C:14]([O:25][CH3:26])(=[O:24])[C:15]1[CH:23]=[CH:22][C:19]([O:20][CH3:21])=[C:17]([OH:18])[CH:16]=1.C(=O)([O-])[O-].[K+].[K+].[CH2:33](Br)[C:34]1[CH:39]=[CH:38][CH:37]=[CH:36][CH:35]=1, predict the reaction product. The product is: [CH2:14]([O:8][C:7]1[CH:9]=[CH:10][C:2]([C:1]([O:12][CH3:13])=[O:11])=[CH:3][C:4]=1[O:5][CH3:6])[C:15]1[CH:23]=[CH:22][CH:19]=[CH:17][CH:16]=1.[CH2:33]([O:18][C:17]1[CH:16]=[C:15]([CH:23]=[CH:22][C:19]=1[O:20][CH3:21])[C:14]([O:25][CH3:26])=[O:24])[C:34]1[CH:39]=[CH:38][CH:37]=[CH:36][CH:35]=1.